This data is from Catalyst prediction with 721,799 reactions and 888 catalyst types from USPTO. The task is: Predict which catalyst facilitates the given reaction. (1) Product: [C:1]1([C@@H:7]2[CH2:9][C@H:8]2[NH:10][C@@H:12]2[CH2:13][CH2:14][C@H:15]([NH:18][C:19](=[O:25])[O:20][C:21]([CH3:23])([CH3:22])[CH3:24])[CH2:16][CH2:17]2)[CH:6]=[CH:5][CH:4]=[CH:3][CH:2]=1.[C:1]1([C@@H:7]2[CH2:9][C@H:8]2[NH:10][C@H:12]2[CH2:13][CH2:14][C@H:15]([NH:18][C:19](=[O:25])[O:20][C:21]([CH3:23])([CH3:22])[CH3:24])[CH2:16][CH2:17]2)[CH:6]=[CH:5][CH:4]=[CH:3][CH:2]=1. Reactant: [C:1]1([C@@H:7]2[CH2:9][C@H:8]2[NH2:10])[CH:6]=[CH:5][CH:4]=[CH:3][CH:2]=1.O=[C:12]1[CH2:17][CH2:16][CH:15]([NH:18][C:19](=[O:25])[O:20][C:21]([CH3:24])([CH3:23])[CH3:22])[CH2:14][CH2:13]1.C(O)(=O)C.C(O[BH-](OC(=O)C)OC(=O)C)(=O)C.[Na+]. The catalyst class is: 26. (2) Reactant: [N+:1]([C:4]1[CH:5]=[CH:6][C:7]([N:10]2[CH2:14][CH2:13][CH2:12][CH2:11]2)=[N:8][CH:9]=1)([O-])=O.CN(C=O)C.O. Product: [N:10]1([C:7]2[N:8]=[CH:9][C:4]([NH2:1])=[CH:5][CH:6]=2)[CH2:14][CH2:13][CH2:12][CH2:11]1. The catalyst class is: 446. (3) The catalyst class is: 767. Product: [F:1][CH:2]([F:10])[O:35][CH2:34][C@@H:33]([O:32][C:30]1[CH:29]=[C:24]([CH:23]=[C:22]([O:21][C:18]2[CH:17]=[N:16][C:15]([C:13](=[O:14])[N:12]([CH3:11])[CH3:37])=[CH:20][N:19]=2)[CH:31]=1)[C:25]([O:27][CH3:28])=[O:26])[CH3:36]. Reactant: [F:1][C:2]([F:10])(S(F)(=O)=O)C(O)=O.[CH3:11][N:12]([CH3:37])[C:13]([C:15]1[N:16]=[CH:17][C:18]([O:21][C:22]2[CH:23]=[C:24]([CH:29]=[C:30]([O:32][C@@H:33]([CH3:36])[CH2:34][OH:35])[CH:31]=2)[C:25]([O:27][CH3:28])=[O:26])=[N:19][CH:20]=1)=[O:14]. (4) Reactant: [CH2:1]([S:5]([NH:8][C@@H:9]([C:12]([OH:14])=[O:13])[CH2:10][OH:11])(=[O:7])=[O:6])[CH2:2][CH2:3][CH3:4].[NH2:15][C@H:16]([C:18]([OH:20])=O)[CH3:17].[CH2:21](Cl)CCl.O[N:26]1[C:30]2C=CC=CC=2N=N1.[N:35]1[C:40](C)=[CH:39][C:38](C)=[CH:37][C:36]=1[CH3:43]. Product: [CH2:1]([S:5]([NH:8][C@@H:9]([C:12]([OH:14])=[O:13])[CH2:10][OH:11])(=[O:6])=[O:7])[CH2:2][CH2:3][CH3:4].[C:30]([C:40]1[CH:39]=[CH:38][C:37]([CH2:36][NH:43][C:18](=[O:20])[C@H:16]([CH3:17])[NH2:15])=[CH:21][CH:35]=1)#[N:26]. The catalyst class is: 10. (5) Reactant: P([O-])([O-])([O-])=O.[K+].[K+].[K+].[Br:9][C:10]1[CH:15]=[CH:14][C:13]([C:16]([F:19])([F:18])[F:17])=[CH:12][C:11]=1F.O1CCOCC1.[NH:27]1[CH2:32][CH2:31][O:30][CH2:29][CH2:28]1. Product: [Br:9][C:10]1[CH:15]=[CH:14][C:13]([C:16]([F:19])([F:18])[F:17])=[CH:12][C:11]=1[N:27]1[CH2:32][CH2:31][O:30][CH2:29][CH2:28]1. The catalyst class is: 59. (6) Reactant: [C:1]([O:5][C:6](=[O:27])[CH2:7][C:8]1[CH:13]=[CH:12][CH:11]=[CH:10][C:9]=1[CH:14]=[CH:15][N:16]1[C:24](=[O:25])[C:23]2[C:18](=[CH:19][CH:20]=[CH:21][CH:22]=2)[C:17]1=[O:26])([CH3:4])([CH3:3])[CH3:2]. Product: [C:1]([O:5][C:6](=[O:27])[CH2:7][C:8]1[CH:13]=[CH:12][CH:11]=[CH:10][C:9]=1[CH2:14][CH2:15][N:16]1[C:17](=[O:26])[C:18]2[C:23](=[CH:22][CH:21]=[CH:20][CH:19]=2)[C:24]1=[O:25])([CH3:4])([CH3:2])[CH3:3]. The catalyst class is: 123. (7) Reactant: [NH2:1][C:2]1[C:10]([F:11])=[CH:9][CH:8]=[CH:7][C:3]=1[C:4](O)=[O:5].C([N:14]=C=NCCCN(C)C)C.[Cl-].[NH4+].CCN(C(C)C)C(C)C. Product: [NH2:1][C:2]1[C:10]([F:11])=[CH:9][CH:8]=[CH:7][C:3]=1[C:4]([NH2:14])=[O:5]. The catalyst class is: 3.